This data is from Catalyst prediction with 721,799 reactions and 888 catalyst types from USPTO. The task is: Predict which catalyst facilitates the given reaction. Product: [NH2:1][C:2]1[N:7]=[CH:6][C:5]([C:8]([OH:10])=[O:9])=[CH:4][C:3]=1[O:12][C@@H:13]1[C@@H:17]([CH3:18])[CH2:16][N:15]([C:19](=[O:32])[CH2:20][C:21]2[CH:26]=[CH:25][C:24]([O:27][C:28]([F:30])([F:31])[F:29])=[CH:23][CH:22]=2)[CH2:14]1. The catalyst class is: 20. Reactant: [NH2:1][C:2]1[N:7]=[CH:6][C:5]([C:8]([O:10]C)=[O:9])=[CH:4][C:3]=1[O:12][C@@H:13]1[C@@H:17]([CH3:18])[CH2:16][N:15]([C:19](=[O:32])[CH2:20][C:21]2[CH:26]=[CH:25][C:24]([O:27][C:28]([F:31])([F:30])[F:29])=[CH:23][CH:22]=2)[CH2:14]1.[OH-].[Li+].